From a dataset of CYP1A2 inhibition data for predicting drug metabolism from PubChem BioAssay. Regression/Classification. Given a drug SMILES string, predict its absorption, distribution, metabolism, or excretion properties. Task type varies by dataset: regression for continuous measurements (e.g., permeability, clearance, half-life) or binary classification for categorical outcomes (e.g., BBB penetration, CYP inhibition). Dataset: cyp1a2_veith. (1) The molecule is O=C(Cc1ccccc1)N/N=C\c1ccc(Br)o1. The result is 1 (inhibitor). (2) The molecule is Cn1nc(C(F)(F)F)c(/C=N/OC(=O)c2ccccc2)c1Cl. The result is 1 (inhibitor). (3) The drug is COc1ccccc1CN1CC[C@@]2(CCCN(C(=O)c3cccn3C)C2)C1. The result is 0 (non-inhibitor). (4) The drug is CN(C)Cc1cc(C(=O)O)cc(CN(C)C)c1O. The result is 0 (non-inhibitor). (5) The compound is CCCn1nnnc1NC(=O)COc1ccc(Cl)cc1C. The result is 1 (inhibitor).